Dataset: Catalyst prediction with 721,799 reactions and 888 catalyst types from USPTO. Task: Predict which catalyst facilitates the given reaction. (1) Reactant: [NH:1]1[C:5]2[CH:6]=[CH:7][CH:8]=[CH:9][C:4]=2[N:3]=[C:2]1[C:10]([N:12]1[CH2:17][CH2:16][CH:15]([C:18]([O:20][CH2:21][CH3:22])=[O:19])[CH2:14][CH2:13]1)=[O:11].C(=O)([O-])[O-].[Cs+].[Cs+].[Cl:29][C:30]1[CH:35]=[CH:34][C:33]([CH2:36]Cl)=[CH:32][CH:31]=1. Product: [Cl:29][C:30]1[CH:35]=[CH:34][C:33]([CH2:36][N:1]2[C:5]3[CH:6]=[CH:7][CH:8]=[CH:9][C:4]=3[N:3]=[C:2]2[C:10]([N:12]2[CH2:13][CH2:14][CH:15]([C:18]([O:20][CH2:21][CH3:22])=[O:19])[CH2:16][CH2:17]2)=[O:11])=[CH:32][CH:31]=1. The catalyst class is: 384. (2) Reactant: C(OC(=O)[NH:7][C@@H:8]1[C:14](=[O:15])[NH:13][C:12]2[CH:16]=[CH:17][C:18]([C:20]3[NH:24][N:23]=[N:22][N:21]=3)=[CH:19][C:11]=2[CH2:10][CH2:9]1)(C)(C)C.Cl. Product: [NH2:7][C@@H:8]1[C:14](=[O:15])[NH:13][C:12]2[CH:16]=[CH:17][C:18]([C:20]3[NH:24][N:23]=[N:22][N:21]=3)=[CH:19][C:11]=2[CH2:10][CH2:9]1. The catalyst class is: 2. (3) Reactant: [C:1]([O:5][C:6]([N:8]1[C:13]2[CH:14]=[C:15]([Cl:26])[C:16]([O:18][CH2:19][C:20]3[CH:25]=[CH:24][CH:23]=[CH:22][CH:21]=3)=[CH:17][C:12]=2[O:11][CH:10]([C:27]([OH:29])=O)[CH2:9]1)=[O:7])([CH3:4])([CH3:3])[CH3:2].[F:30][C:31]1[CH:43]=[CH:42][C:34]([O:35][CH:36]2[CH2:41][CH2:40][NH:39][CH2:38][CH2:37]2)=[CH:33][CH:32]=1.CCN=C=NCCCN(C)C.C1C=CC2N(O)N=NC=2C=1.CCN(C(C)C)C(C)C. Product: [C:1]([O:5][C:6]([N:8]1[C:13]2[CH:14]=[C:15]([Cl:26])[C:16]([O:18][CH2:19][C:20]3[CH:25]=[CH:24][CH:23]=[CH:22][CH:21]=3)=[CH:17][C:12]=2[O:11][CH:10]([C:27]([N:39]2[CH2:38][CH2:37][CH:36]([O:35][C:34]3[CH:42]=[CH:43][C:31]([F:30])=[CH:32][CH:33]=3)[CH2:41][CH2:40]2)=[O:29])[CH2:9]1)=[O:7])([CH3:2])([CH3:3])[CH3:4]. The catalyst class is: 18. (4) Reactant: [CH3:1][O:2][C:3](=[O:15])[C:4]1[CH:9]=[C:8]([O:10][CH:11]([CH3:13])[CH3:12])[CH:7]=[C:6]([OH:14])[CH:5]=1.C([O-])([O-])=O.[K+].[K+].F[C:23]1[CH:28]=[CH:27][C:26]([N+:29]([O-:31])=[O:30])=[CH:25][CH:24]=1. Product: [CH3:1][O:2][C:3](=[O:15])[C:4]1[CH:5]=[C:6]([O:14][C:23]2[CH:28]=[CH:27][C:26]([N+:29]([O-:31])=[O:30])=[CH:25][CH:24]=2)[CH:7]=[C:8]([O:10][CH:11]([CH3:12])[CH3:13])[CH:9]=1. The catalyst class is: 21. (5) Product: [CH3:32][N:29]1[CH2:30][CH2:31][N:26]([CH2:25][C:22]2[N:20]3[CH:21]=[C:16]([O:12][C@H:5]4[C:6]5[C:11](=[CH:10][CH:9]=[CH:8][CH:7]=5)[C@@H:2]([NH2:1])[CH2:3][CH2:4]4)[CH:17]=[CH:18][C:19]3=[N:24][N:23]=2)[CH2:27][CH:28]1[CH2:33][O:34][Si:35]([CH:39]([CH3:41])[CH3:40])([CH:36]([CH3:38])[CH3:37])[CH:42]([CH3:44])[CH3:43]. Reactant: [NH2:1][C@@H:2]1[C:11]2[C:6](=[CH:7][CH:8]=[CH:9][CH:10]=2)[C@H:5]([OH:12])[CH2:4][CH2:3]1.[H-].[Na+].F[C:16]1[CH:17]=[CH:18][C:19]2[N:20]([C:22]([CH2:25][N:26]3[CH2:31][CH2:30][N:29]([CH3:32])[CH:28]([CH2:33][O:34][Si:35]([CH:42]([CH3:44])[CH3:43])([CH:39]([CH3:41])[CH3:40])[CH:36]([CH3:38])[CH3:37])[CH2:27]3)=[N:23][N:24]=2)[CH:21]=1. The catalyst class is: 3. (6) Reactant: [F:1][C:2]1[CH:3]=[CH:4][C:5]([C:8]([OH:10])=O)=[N:6][CH:7]=1.C(Cl)(=O)C([Cl:14])=O.CN(C)C=O.C1(C)C=CC=CC=1. Product: [F:1][C:2]1[CH:3]=[CH:4][C:5]([C:8]([Cl:14])=[O:10])=[N:6][CH:7]=1. The catalyst class is: 4. (7) Reactant: CC1(C)C(C)(C)OB([C:9]2[CH:10]=[N:11][C:12]([C:15]([OH:18])([CH3:17])[CH3:16])=[N:13][CH:14]=2)O1.[OH:20][CH2:21][CH2:22][NH:23][C:24]([NH:26][C:27]1[S:28][C:29]2[C:35]([C:36]3[CH:41]=[CH:40][CH:39]=[CH:38][N:37]=3)=[CH:34][C:33](OS(C(F)(F)F)(=O)=O)=[CH:32][C:30]=2[N:31]=1)=[O:25].C([O-])([O-])=O.[Cs+].[Cs+]. Product: [OH:20][CH2:21][CH2:22][NH:23][C:24]([NH:26][C:27]1[S:28][C:29]2[C:35]([C:36]3[CH:41]=[CH:40][CH:39]=[CH:38][N:37]=3)=[CH:34][C:33]([C:9]3[CH:14]=[N:13][C:12]([C:15]([OH:18])([CH3:16])[CH3:17])=[N:11][CH:10]=3)=[CH:32][C:30]=2[N:31]=1)=[O:25]. The catalyst class is: 117. (8) Reactant: [CH2:1]([O:3][C:4](=[O:16])[CH2:5][CH2:6][NH:7][CH:8]([CH3:15])[CH2:9][C:10]([O:12][CH2:13][CH3:14])=[O:11])[CH3:2].O1CCOCC1.C(=O)([O-])[O-].[K+].[K+].[C:29](O[C:29]([O:31][C:32]([CH3:35])([CH3:34])[CH3:33])=[O:30])([O:31][C:32]([CH3:35])([CH3:34])[CH3:33])=[O:30]. Product: [CH3:33][C:32]([O:31][C:29]([N:7]([CH2:6][CH2:5][C:4]([O:3][CH2:1][CH3:2])=[O:16])[CH:8]([CH3:15])[CH2:9][C:10]([O:12][CH2:13][CH3:14])=[O:11])=[O:30])([CH3:35])[CH3:34]. The catalyst class is: 6.